This data is from Catalyst prediction with 721,799 reactions and 888 catalyst types from USPTO. The task is: Predict which catalyst facilitates the given reaction. (1) Reactant: [OH:1][C@H:2]1[C@H:7]([O:8][C:9]2[CH:10]=[CH:11][CH:12]=[C:13]3[C:18]=2[N:17]=[C:16]([C:19]2[N:23]4[CH:24]=[CH:25][C:26]([O:28][CH2:29][CH2:30][O:31][CH3:32])=[CH:27][C:22]4=[N:21][CH:20]=2)[CH:15]=[CH:14]3)[CH2:6][CH2:5][N:4]([C:33]([O:35][CH2:36][C:37]2[CH:46]=[CH:45][C:44]3[C:39](=[CH:40][CH:41]=[CH:42][CH:43]=3)[CH:38]=2)=[O:34])[CH2:3]1.[C:47](O)(=[O:54])[C:48]1[CH:53]=[CH:52][CH:51]=[CH:50][CH:49]=1.C1C=CC(P(C2C=CC=CC=2)C2C=CC=CC=2)=CC=1.CC(OC(/N=N/C(OC(C)C)=O)=O)C. Product: [C:47]([O:1][C@H:2]1[C@@H:7]([O:8][C:9]2[CH:10]=[CH:11][CH:12]=[C:13]3[C:18]=2[N:17]=[C:16]([C:19]2[N:23]4[CH:24]=[CH:25][C:26]([O:28][CH2:29][CH2:30][O:31][CH3:32])=[CH:27][C:22]4=[N:21][CH:20]=2)[CH:15]=[CH:14]3)[CH2:6][CH2:5][N:4]([C:33]([O:35][CH2:36][C:37]2[CH:46]=[CH:45][C:44]3[C:39](=[CH:40][CH:41]=[CH:42][CH:43]=3)[CH:38]=2)=[O:34])[CH2:3]1)(=[O:54])[C:48]1[CH:53]=[CH:52][CH:51]=[CH:50][CH:49]=1. The catalyst class is: 1. (2) Reactant: Cl[C:2]1[CH:7]=[C:6]([O:8][CH:9]([C:14]2[CH:19]=[CH:18][CH:17]=[CH:16][C:15]=2[C:20]2[C:24]([CH3:25])=[CH:23][S:22][CH:21]=2)[C:10]([F:13])([F:12])[F:11])[N:5]=[C:4]([NH2:26])[N:3]=1.B([C:30]1[CH:41]=[CH:40][C:33]([CH2:34][C@@H:35]([C:37]([OH:39])=[O:38])[NH2:36])=[CH:32][CH:31]=1)(O)O.C(#N)C.C(=O)([O-])[O-].[Na+].[Na+]. Product: [NH2:36][C@@H:35]([CH2:34][C:33]1[CH:40]=[CH:41][C:30]([C:2]2[CH:7]=[C:6]([O:8][CH:9]([C:14]3[CH:19]=[CH:18][CH:17]=[CH:16][C:15]=3[C:20]3[C:24]([CH3:25])=[CH:23][S:22][CH:21]=3)[C:10]([F:13])([F:12])[F:11])[N:5]=[C:4]([NH2:26])[N:3]=2)=[CH:31][CH:32]=1)[C:37]([OH:39])=[O:38]. The catalyst class is: 189. (3) The catalyst class is: 226. Product: [CH2:12]([O:17][C:2]1[CH:7]=[CH:6][N+:5]([O-:8])=[CH:4][C:3]=1[CH3:9])[CH2:13][CH2:14][CH2:15][CH3:16]. Reactant: Cl[C:2]1[CH:7]=[CH:6][N+:5]([O-:8])=[CH:4][C:3]=1[CH3:9].[OH-].[Na+].[CH2:12]([OH:17])[CH2:13][CH2:14][CH2:15][CH3:16].Cl. (4) Reactant: [Br:1][C:2]1[CH:3]=[C:4]([N+:10]([O-:12])=[O:11])[C:5]([C:8]#[N:9])=[N:6][CH:7]=1.[OH2:13]. Product: [Br:1][C:2]1[CH:3]=[C:4]([N+:10]([O-:12])=[O:11])[C:5]([C:8]([NH2:9])=[O:13])=[N:6][CH:7]=1. The catalyst class is: 65. (5) Reactant: CC(OI1(OC(C)=O)(OC(C)=O)OC(=O)C2C=CC=CC1=2)=O.[S:23]1[CH:27]=[CH:26][CH:25]=[C:24]1[C:28]1[NH:29][CH:30]=[C:31]([CH2:33][OH:34])[N:32]=1.C([O-])(O)=O.[Na+]. Product: [S:23]1[CH:27]=[CH:26][CH:25]=[C:24]1[C:28]1[NH:29][CH:30]=[C:31]([CH:33]=[O:34])[N:32]=1. The catalyst class is: 2. (6) Reactant: [NH:1]1[C:5]2[CH:6]=[CH:7][CH:8]=[CH:9][C:4]=2[N:3]=[C:2]1[C:10]1[NH:14][C:13]2[CH:15]=[CH:16][CH:17]=[CH:18][C:12]=2[N:11]=1.[OH-].[Na+].[CH3:21]OS(OC)(=O)=O. Product: [CH3:21][N:1]1[C:5]2[CH:6]=[CH:7][CH:8]=[CH:9][C:4]=2[N:3]=[C:2]1[C:10]1[NH:11][C:12]2[CH:18]=[CH:17][CH:16]=[CH:15][C:13]=2[N:14]=1. The catalyst class is: 9.